Dataset: Catalyst prediction with 721,799 reactions and 888 catalyst types from USPTO. Task: Predict which catalyst facilitates the given reaction. (1) Reactant: [C:1]1([C:7]2([CH3:16])[CH2:12][N:11]([CH3:13])[C:10](=[O:14])[NH:9][C:8]2=[O:15])[CH2:6][CH2:5][CH2:4][CH2:3][CH:2]=1.[H-].[Na+].Br[CH2:20][C:21]([C:23]1[CH:28]=[CH:27][CH:26]=[CH:25][CH:24]=1)=[O:22]. Product: [C:1]1([C:7]2([CH3:16])[CH2:12][N:11]([CH3:13])[C:10](=[O:14])[N:9]([CH2:20][C:21](=[O:22])[C:23]3[CH:28]=[CH:27][CH:26]=[CH:25][CH:24]=3)[C:8]2=[O:15])[CH2:6][CH2:5][CH2:4][CH2:3][CH:2]=1. The catalyst class is: 3. (2) Reactant: [Br:1][C:2]1[CH:3]=[C:4]([F:9])[C:5]([OH:8])=[N:6][CH:7]=1.C(=O)([O-])[O-].[K+].[K+].Br[CH2:17][CH:18]1[CH2:20][CH2:19]1. Product: [Br:1][C:2]1[CH:3]=[C:4]([F:9])[C:5]([O:8][CH2:17][CH:18]2[CH2:20][CH2:19]2)=[N:6][CH:7]=1. The catalyst class is: 248. (3) Reactant: [CH2:1]([O:3][C:4]1[CH:5]=[C:6]([C:12]([CH:14]([OH:17])[CH:15]=[CH2:16])=[CH2:13])[CH:7]=[CH:8][C:9]=1[O:10][CH3:11])[CH3:2]. Product: [CH2:1]([O:3][C:4]1[CH:5]=[C:6]([C:12]([C:14](=[O:17])[CH:15]=[CH2:16])=[CH2:13])[CH:7]=[CH:8][C:9]=1[O:10][CH3:11])[CH3:2]. The catalyst class is: 697. (4) Reactant: [CH:1]([C:4]1[CH:12]=[CH:11][C:10]2[NH:9][C:8]3[CH2:13][CH2:14][N:15]([CH3:17])[CH2:16][C:7]=3[C:6]=2[CH:5]=1)([CH3:3])[CH3:2].N1CCC[C@H]1C(O)=O.P([O-])([O-])([O-])=O.[K+].[K+].[K+].Br[CH:35]=[C:36]([C:38]1[CH:43]=[CH:42][N:41]=[CH:40][CH:39]=1)[CH3:37]. Product: [CH:1]([C:4]1[CH:12]=[CH:11][C:10]2[N:9](/[CH:35]=[C:36](/[C:38]3[CH:43]=[CH:42][N:41]=[CH:40][CH:39]=3)\[CH3:37])[C:8]3[CH2:13][CH2:14][N:15]([CH3:17])[CH2:16][C:7]=3[C:6]=2[CH:5]=1)([CH3:3])[CH3:2]. The catalyst class is: 122. (5) Reactant: [CH3:1][O:2][CH2:3][CH2:4]Br.[Br:6][C:7]([C:29]([OH:31])=[O:30])=[CH:8][C:9]1[CH:10]=[C:11]([N:16]2[C:21](=[O:22])[CH:20]=[C:19]([C:23]([F:26])([F:25])[F:24])[N:18]([CH3:27])[C:17]2=[O:28])[CH:12]=[CH:13][C:14]=1[Cl:15].C(=O)([O-])[O-].[K+].[K+].O. Product: [Br:6][C:7]([C:29]([O:31][CH2:4][CH2:3][O:2][CH3:1])=[O:30])=[CH:8][C:9]1[CH:10]=[C:11]([N:16]2[C:21](=[O:22])[CH:20]=[C:19]([C:23]([F:26])([F:24])[F:25])[N:18]([CH3:27])[C:17]2=[O:28])[CH:12]=[CH:13][C:14]=1[Cl:15]. The catalyst class is: 9. (6) Reactant: C([O:5][P:6]([CH:13]([F:33])[C:14]1[C:19]([C:20]2[CH:25]=[CH:24][CH:23]=[CH:22][CH:21]=2)=[N:18][C:17]([CH3:26])=[C:16]2[O:27]C(C)(C)[O:29][CH2:30][C:15]=12)(=[O:12])[O:7]C(C)(C)C)(C)(C)C. Product: [F:33][CH:13]([P:6](=[O:5])([OH:7])[OH:12])[C:14]1[C:19]([C:20]2[CH:25]=[CH:24][CH:23]=[CH:22][CH:21]=2)=[N:18][C:17]([CH3:26])=[C:16]([OH:27])[C:15]=1[CH2:30][OH:29]. The catalyst class is: 313. (7) Reactant: [F:1][C:2]([F:14])([F:13])[C:3]1[CH:12]=[CH:11][C:6]([CH:7]=[CH:8][CH2:9]O)=[CH:5][CH:4]=1.[C:15]1(=[O:25])[NH:19][C:18](=[O:20])[C:17]2=[CH:21][CH:22]=[CH:23][CH:24]=[C:16]12.C1(P(C2C=CC=CC=2)C2C=CC=CC=2)C=CC=CC=1.N(C(OCC)=O)=NC(OCC)=O. Product: [F:1][C:2]([F:14])([F:13])[C:3]1[CH:12]=[CH:11][C:6]([CH:7]=[CH:8][CH2:9][C:17]23[CH:21]=[CH:22][CH:23]=[CH:24][CH:16]2[C:15]([NH:19][C:18]3=[O:20])=[O:25])=[CH:5][CH:4]=1. The catalyst class is: 1. (8) Reactant: [CH3:1][C:2]1[CH:3]=[CH:4][C:5]([S:9][C:10]2[CH:11]=[CH:12][CH:13]=[CH:14][C:15]=2[N:16]2[CH2:21][CH2:20][NH:19][CH2:18][CH2:17]2)=[C:6]([CH3:8])[CH:7]=1.[C:22]([OH:29])(=[O:28])[CH2:23][CH2:24][C:25]([OH:27])=[O:26]. Product: [CH3:1][C:2]1[CH:3]=[CH:4][C:5]([S:9][C:10]2[CH:11]=[CH:12][CH:13]=[CH:14][C:15]=2[N:16]2[CH2:17][CH2:18][NH:19][CH2:20][CH2:21]2)=[C:6]([CH3:8])[CH:7]=1.[C:22]([O-:29])(=[O:28])[CH2:23][CH2:24][C:25]([O-:27])=[O:26]. The catalyst class is: 5.